Dataset: Full USPTO retrosynthesis dataset with 1.9M reactions from patents (1976-2016). Task: Predict the reactants needed to synthesize the given product. (1) The reactants are: Br[C:2]1[CH:3]=[C:4]([CH3:17])[C:5]([N:8]2[CH2:13][CH2:12][N:11]([CH:14]([CH3:16])[CH3:15])[CH2:10][CH2:9]2)=[N:6][CH:7]=1.[C:18]([NH:21][C:22]1[CH:23]=[C:24](B(O)O)[CH:25]=[CH:26][CH:27]=1)(=[O:20])[CH3:19]. Given the product [CH:14]([N:11]1[CH2:12][CH2:13][N:8]([C:5]2[N:6]=[CH:7][C:2]([C:26]3[CH:27]=[C:22]([NH:21][C:18](=[O:20])[CH3:19])[CH:23]=[CH:24][CH:25]=3)=[CH:3][C:4]=2[CH3:17])[CH2:9][CH2:10]1)([CH3:16])[CH3:15], predict the reactants needed to synthesize it. (2) Given the product [CH2:1]([O:8][C:9]1[C:10]([C:30]([O:32][C:33]([CH3:36])([CH3:35])[CH3:34])=[O:31])=[N:11][C:12]([CH2:16][CH:17]2[CH2:22][CH2:21][N:20]([C:23]3[CH:28]=[CH:27][C:26]([CH2:62][C:63]4[CH:64]=[N:65][CH:66]=[CH:67][CH:68]=4)=[CH:25][N:24]=3)[CH2:19][CH2:18]2)=[N:13][C:14]=1[CH3:15])[C:2]1[CH:7]=[CH:6][CH:5]=[CH:4][CH:3]=1, predict the reactants needed to synthesize it. The reactants are: [CH2:1]([O:8][C:9]1[C:10]([C:30]([O:32][C:33]([CH3:36])([CH3:35])[CH3:34])=[O:31])=[N:11][C:12]([CH2:16][CH:17]2[CH2:22][CH2:21][N:20]([C:23]3[CH:28]=[CH:27][C:26](Br)=[CH:25][N:24]=3)[CH2:19][CH2:18]2)=[N:13][C:14]=1[CH3:15])[C:2]1[CH:7]=[CH:6][CH:5]=[CH:4][CH:3]=1.CC1(C)C(C)(C)OB(B2OC(C)(C)C(C)(C)O2)O1.C([O-])(=O)C.[K+].Br.Br[CH2:62][C:63]1[CH:64]=[N:65][CH:66]=[CH:67][CH:68]=1.C(=O)([O-])[O-].[Na+].[Na+]. (3) Given the product [N:4]1[C:13]2[C:8](=[CH:9][C:10]([C:14]3([C:17]4[N:21]5[N:22]=[C:23]([C:26]6[CH:35]=[CH:34][C:29]([C:30]([OH:32])=[O:31])=[CH:28][CH:27]=6)[CH:24]=[N:25][C:20]5=[N:19][CH:18]=4)[CH2:15][CH2:16]3)=[CH:11][CH:12]=2)[CH:7]=[CH:6][CH:5]=1, predict the reactants needed to synthesize it. The reactants are: O.[OH-].[Li+].[N:4]1[C:13]2[C:8](=[CH:9][C:10]([C:14]3([C:17]4[N:21]5[N:22]=[C:23]([C:26]6[CH:35]=[CH:34][C:29]([C:30]([O:32]C)=[O:31])=[CH:28][CH:27]=6)[CH:24]=[N:25][C:20]5=[N:19][CH:18]=4)[CH2:16][CH2:15]3)=[CH:11][CH:12]=2)[CH:7]=[CH:6][CH:5]=1.O.Cl. (4) Given the product [NH2:8][C:5]1[CH:6]=[CH:7][C:2](/[CH:1]=[CH:1]/[C:2]2[CH:7]=[CH:6][C:5]([NH2:8])=[CH:4][C:3]=2[S:11]([NH2:14])(=[O:16])=[O:15])=[C:3]([S:11]([NH2:14])(=[O:13])=[O:12])[CH:4]=1, predict the reactants needed to synthesize it. The reactants are: [CH3:1][C:2]1[CH:7]=[CH:6][C:5]([N+:8]([O-])=O)=[CH:4][C:3]=1[S:11]([NH2:14])(=[O:13])=[O:12].[OH2:15].[OH2:16].[Sn](Cl)(Cl)(Cl)Cl.